Dataset: Full USPTO retrosynthesis dataset with 1.9M reactions from patents (1976-2016). Task: Predict the reactants needed to synthesize the given product. (1) Given the product [CH3:18][C:12]1[C:11]([O:10][C:4]2[C:5]([C:8]([NH2:9])=[O:20])=[N:6][CH:7]=[C:2]([Br:1])[CH:3]=2)=[CH:16][CH:15]=[C:14]([CH3:17])[N:13]=1, predict the reactants needed to synthesize it. The reactants are: [Br:1][C:2]1[CH:3]=[C:4]([O:10][C:11]2[C:12]([CH3:18])=[N:13][C:14]([CH3:17])=[CH:15][CH:16]=2)[C:5]([C:8]#[N:9])=[N:6][CH:7]=1.S(=O)(=O)(O)[OH:20].[OH-].[Na+]. (2) Given the product [SH:27][CH2:26][CH2:25][NH:24][C:22](=[O:23])[CH2:21][CH2:20][CH2:19][CH2:18][CH2:17][CH2:16][CH2:15][CH2:14][CH2:13][CH2:12][CH2:11][O:10][CH2:9][CH2:8][O:7][CH2:6][CH2:5][O:4][CH2:3][CH2:2][OH:1], predict the reactants needed to synthesize it. The reactants are: [OH:1][CH2:2][CH2:3][O:4][CH2:5][CH2:6][O:7][CH2:8][CH2:9][O:10][CH2:11][CH2:12][CH2:13][CH2:14][CH2:15][CH2:16][CH2:17][CH2:18][CH2:19][CH2:20][CH2:21][C:22]([NH:24][CH2:25][CH2:26][S:27][S:27][CH2:26][CH2:25][NH:24][C:22](=[O:23])[CH2:21][CH2:20][CH2:19][CH2:18][CH2:17][CH2:16][CH2:15][CH2:14][CH2:13][CH2:12][CH2:11][O:10][CH2:9][CH2:8][O:7][CH2:6][CH2:5][O:4][CH2:3][CH2:2][OH:1])=[O:23].Cl.C(CCP(CCC(O)=O)CCC(O)=O)(O)=O. (3) Given the product [CH:10]([N:9]([CH2:12][CH:13]1[C:18](=[O:19])[N:17]([CH2:20][C:21]([NH:23][CH2:24][CH2:25][CH3:26])=[O:22])[C:16]2[CH:27]=[CH:28][CH:29]=[CH:30][C:15]=2[S:14]1)[OH:8])=[O:11], predict the reactants needed to synthesize it. The reactants are: C([O:8][N:9]([CH2:12][CH:13]1[C:18](=[O:19])[N:17]([CH2:20][C:21]([NH:23][CH2:24][CH2:25][CH3:26])=[O:22])[C:16]2[CH:27]=[CH:28][CH:29]=[CH:30][C:15]=2[S:14]1)[CH:10]=[O:11])C1C=CC=CC=1.C1CC=CCC=1.